The task is: Regression. Given two drug SMILES strings and cell line genomic features, predict the synergy score measuring deviation from expected non-interaction effect.. This data is from NCI-60 drug combinations with 297,098 pairs across 59 cell lines. (1) Drug 1: CC(CN1CC(=O)NC(=O)C1)N2CC(=O)NC(=O)C2. Drug 2: C1=CC(=CC=C1C#N)C(C2=CC=C(C=C2)C#N)N3C=NC=N3. Cell line: MALME-3M. Synergy scores: CSS=7.09, Synergy_ZIP=-2.78, Synergy_Bliss=-3.98, Synergy_Loewe=-5.24, Synergy_HSA=-5.47. (2) Drug 1: COC1=CC(=CC(=C1O)OC)C2C3C(COC3=O)C(C4=CC5=C(C=C24)OCO5)OC6C(C(C7C(O6)COC(O7)C8=CC=CS8)O)O. Drug 2: CC(C)NC(=O)C1=CC=C(C=C1)CNNC.Cl. Cell line: 786-0. Synergy scores: CSS=16.7, Synergy_ZIP=0.301, Synergy_Bliss=2.12, Synergy_Loewe=-37.7, Synergy_HSA=1.25. (3) Drug 1: CS(=O)(=O)C1=CC(=C(C=C1)C(=O)NC2=CC(=C(C=C2)Cl)C3=CC=CC=N3)Cl. Drug 2: C1=NC2=C(N1)C(=S)N=CN2. Cell line: HL-60(TB). Synergy scores: CSS=34.6, Synergy_ZIP=1.29, Synergy_Bliss=1.55, Synergy_Loewe=-20.4, Synergy_HSA=-2.45. (4) Synergy scores: CSS=58.7, Synergy_ZIP=4.11, Synergy_Bliss=5.88, Synergy_Loewe=1.71, Synergy_HSA=5.82. Cell line: SW-620. Drug 2: C1CC(CCC1OC2=C(C(=CC=C2)Cl)F)(CC3=NC(=CC=C3)NC4=NC=CS4)C(=O)O. Drug 1: C1=CC=C(C=C1)NC(=O)CCCCCCC(=O)NO. (5) Drug 1: COC1=NC(=NC2=C1N=CN2C3C(C(C(O3)CO)O)O)N. Drug 2: CCN(CC)CCCC(C)NC1=C2C=C(C=CC2=NC3=C1C=CC(=C3)Cl)OC. Cell line: OVCAR-8. Synergy scores: CSS=33.7, Synergy_ZIP=-7.94, Synergy_Bliss=1.23, Synergy_Loewe=-37.9, Synergy_HSA=0.0289. (6) Drug 1: C1=CC(=CC=C1CCCC(=O)O)N(CCCl)CCCl. Drug 2: CC(C1=C(C=CC(=C1Cl)F)Cl)OC2=C(N=CC(=C2)C3=CN(N=C3)C4CCNCC4)N. Cell line: TK-10. Synergy scores: CSS=3.45, Synergy_ZIP=-4.87, Synergy_Bliss=-7.55, Synergy_Loewe=-7.46, Synergy_HSA=-7.36.